From a dataset of Catalyst prediction with 721,799 reactions and 888 catalyst types from USPTO. Predict which catalyst facilitates the given reaction. (1) Reactant: [CH2:1]([O:8][C:9]([NH:11][C@H:12]1[C:21]2[C:16](=[CH:17][CH:18]=[C:19]([C:22]([O:24][CH2:25][CH3:26])=[O:23])[CH:20]=2)[NH:15][C@@H:14]([CH2:27][CH3:28])[C@@H:13]1[CH3:29])=[O:10])[C:2]1[CH:7]=[CH:6][CH:5]=[CH:4][CH:3]=1.N1C=CC=CC=1.[C:36](Cl)(=[O:38])[CH3:37]. Product: [C:36]([N:15]1[C:16]2[C:21](=[CH:20][C:19]([C:22]([O:24][CH2:25][CH3:26])=[O:23])=[CH:18][CH:17]=2)[C@H:12]([NH:11][C:9]([O:8][CH2:1][C:2]2[CH:7]=[CH:6][CH:5]=[CH:4][CH:3]=2)=[O:10])[C@@H:13]([CH3:29])[C@@H:14]1[CH2:27][CH3:28])(=[O:38])[CH3:37]. The catalyst class is: 4. (2) Reactant: O=C1CCC(=O)N1O[C:9](=[O:20])[C:10]1[CH:15]=[CH:14][CH:13]=[CH:12][C:11]=1[O:16][CH2:17][C:18]#[CH:19].[C:21]([O:25][C:26](=[O:37])[NH:27][C@H:28]([C:34](=[O:36])[NH2:35])[CH2:29][CH2:30][CH2:31][CH2:32][NH2:33])([CH3:24])([CH3:23])[CH3:22].C(N(C(C)C)C(C)C)C. Product: [C:21]([O:25][C:26](=[O:37])[NH:27][C@H:28]([C:34](=[O:36])[NH2:35])[CH2:29][CH2:30][CH2:31][CH2:32][NH:33][C:9](=[O:20])[C:10]1[CH:15]=[CH:14][CH:13]=[CH:12][C:11]=1[O:16][CH2:17][C:18]#[CH:19])([CH3:24])([CH3:22])[CH3:23]. The catalyst class is: 42.